This data is from Experimentally validated miRNA-target interactions with 360,000+ pairs, plus equal number of negative samples. The task is: Binary Classification. Given a miRNA mature sequence and a target amino acid sequence, predict their likelihood of interaction. (1) The miRNA is hsa-miR-29b-2-5p with sequence CUGGUUUCACAUGGUGGCUUAG. The protein sequence of the target gene is MQAQQYQQQRRKFAAAFLAFIFILAAVDTAEAGKKEKPEKKVKKSDCGEWQWSVCVPTSGDCGLGTREGTRTGAECKQTMKTQRCKIPCNWKKQFGAECKYQFQAWGECDLNTALKTRTGSLKRALHNAECQKTVTISKPCGKLTKPKPQAESKKKKKEGKKQEKMLD. Result: 0 (no interaction). (2) The miRNA is cel-miR-43-3p with sequence UAUCACAGUUUACUUGCUGUCGC. The protein sequence of the target gene is MKPALLEVMRMNRICRMVLATCLGSFILVIFYFQSMLHPVMRRNPFGVDICCRKGSRSPLQELYNPIQLELSNTAVLHQMRRDQVTDTCRANSATSRKRRVLTPNDLKHLVVDEDHELIYCYVPKVACTNWKRLMMVLTGRGKYSDPMEIPANEAHVSANLKTLNQYSIPEINHRLKSYMKFLFVREPFERLVSAYRNKFTQKYNISFHKRYGTKIIKRQRKNATQEALRKGDDVKFEEFVAYLIDPHTQREEPFNEHWQTVYSLCHPCHIHYDLVGKYETLEEDSNYVLQLAGVGSYLK.... Result: 0 (no interaction). (3) The miRNA is hsa-miR-1260a with sequence AUCCCACCUCUGCCACCA. The protein sequence of the target gene is MFGLDQFEPQVNSRNAGQGERNFNETGLSMNTHFKAPAFHTGGPPGPVDPAMSALGEPPILGMNMEPYGFHARGHSELHAGGLQAQPVHGFFGGQQPHHGHPGSHHPHQHHPHFGGNFGGPDPGASCLHGGRLLGYGGAAGGLGSQPPFAEGYEHMAESQGPESFGPQRPGNLPDFHSSGASSHAVPAPCLPLDQSPNRAASFHGLPSSSGSDSHSLEPRRVTNQGAVDSLEYNYPGEAPSGHFDMFSPSDSEGQLPHYAAGRQVPGGAFPGASAMPRAAGMVGLSKMHAQPPQQQPQQQ.... Result: 1 (interaction). (4) The miRNA is hsa-miR-6729-5p with sequence UGGGCGAGGGCGGCUGAGCGGC. The protein sequence of the target gene is MAARTAFGAVCRRLWQGLGNFSVNTSKGNTAKNGGLLLSTNMKWVQFSNLHVDVPKDLTKPVVTISDEPDILYKRLSVLVKGHDKAVLDSYEYFAVLAAKELGISIKVHEPPRKIERFTLLQSVHIYKKHRVQYEMRTLYRCLELEHLTGSTADVYLEYIQRNLPEGVAMEVTKTQLEQLPEHIKEPIWETLSEEKEESKS. Result: 1 (interaction).